Dataset: Full USPTO retrosynthesis dataset with 1.9M reactions from patents (1976-2016). Task: Predict the reactants needed to synthesize the given product. (1) Given the product [Cl:1][C:2]1[CH:10]=[C:9]2[C:5]([C:6]([CH:19]=[O:20])=[CH:7][NH:8]2)=[CH:4][C:3]=1[C:26]1[CH:31]=[CH:30][C:29]([CH:32]2[O:33][CH2:34][C:35](=[O:38])[NH:36][CH2:37]2)=[CH:28][CH:27]=1, predict the reactants needed to synthesize it. The reactants are: [Cl:1][C:2]1[CH:10]=[C:9]2[C:5]([CH:6]=[CH:7][NH:8]2)=[CH:4][C:3]=1B1OCC(C)(C)CO1.[C:19](=O)([O-])[O-:20].[K+].[K+].Br[C:26]1[CH:31]=[CH:30][C:29]([CH:32]2[CH2:37][NH:36][C:35](=[O:38])[CH2:34][O:33]2)=[CH:28][CH:27]=1. (2) Given the product [F:7][C:8]1[CH:9]=[C:10]([CH:32]=[C:33]([F:35])[CH:34]=1)[CH2:11][N:12]1[C:20]2[C:15](=[CH:16][CH:17]=[C:18]([NH:21][CH2:37][C:38]#[N:39])[CH:19]=2)[C:14]([S:22][C:23]2[CH:28]=[CH:27][CH:26]=[CH:25][C:24]=2[N+:29]([O-:31])=[O:30])=[CH:13]1, predict the reactants needed to synthesize it. The reactants are: C(=O)([O-])[O-].[Cs+].[Cs+].[F:7][C:8]1[CH:9]=[C:10]([CH:32]=[C:33]([F:35])[CH:34]=1)[CH2:11][N:12]1[C:20]2[C:15](=[CH:16][CH:17]=[C:18]([NH2:21])[CH:19]=2)[C:14]([S:22][C:23]2[CH:28]=[CH:27][CH:26]=[CH:25][C:24]=2[N+:29]([O-:31])=[O:30])=[CH:13]1.Br[CH2:37][C:38]#[N:39].